Dataset: Full USPTO retrosynthesis dataset with 1.9M reactions from patents (1976-2016). Task: Predict the reactants needed to synthesize the given product. (1) Given the product [F:11][C:12]1[CH:13]=[C:14]([NH:15][C:21](=[O:22])[O:23][CH:24]([CH3:26])[CH3:25])[CH:16]=[C:17]([F:19])[CH:18]=1, predict the reactants needed to synthesize it. The reactants are: C[Si]([N-][Si](C)(C)C)(C)C.[Li+].[F:11][C:12]1[CH:13]=[C:14]([CH:16]=[C:17]([F:19])[CH:18]=1)[NH2:15].Cl[C:21]([O:23][CH:24]([CH3:26])[CH3:25])=[O:22]. (2) Given the product [CH3:18][S:15]([CH2:14][CH2:13][C@H:9]([NH:8][C:6](=[O:7])[O:5][C:2]([CH3:1])([CH3:3])[CH3:4])[C:10]([N:24]1[CH2:29][CH2:28][O:27][CH2:26][CH2:25]1)=[O:12])(=[O:17])=[O:16], predict the reactants needed to synthesize it. The reactants are: [CH3:1][C:2]([O:5][C:6]([NH:8][C@@H:9]([CH2:13][CH2:14][S:15]([CH3:18])(=[O:17])=[O:16])[C:10]([OH:12])=O)=[O:7])([CH3:4])[CH3:3].O[C@H](C)[C@H](NC(=O)OC(C)(C)C)C([N:24]1[CH2:29][CH2:28][O:27][CH2:26][CH2:25]1)=O.